Dataset: Forward reaction prediction with 1.9M reactions from USPTO patents (1976-2016). Task: Predict the product of the given reaction. (1) Given the reactants [CH3:1][C:2]1([CH3:49])[O:7][C:6]2[CH:8]=[CH:9][C:10]([C@@H:12]([OH:48])[CH2:13][NH:14][CH2:15][CH2:16][CH2:17][CH2:18][CH2:19][CH2:20][O:21][CH2:22][CH2:23][C:24]#[C:25][C:26]3[CH:27]=[C:28]([S:32]([N:35]([CH2:40][O:41][CH2:42][CH2:43][Si:44]([CH3:47])([CH3:46])[CH3:45])[CH2:36][C:37]([NH2:39])=[O:38])(=[O:34])=[O:33])[CH:29]=[CH:30][CH:31]=3)=[CH:11][C:5]=2[CH2:4][O:3]1, predict the reaction product. The product is: [CH3:1][C:2]1([CH3:49])[O:7][C:6]2[CH:8]=[CH:9][C:10]([C@@H:12]([OH:48])[CH2:13][NH:14][CH2:15][CH2:16][CH2:17][CH2:18][CH2:19][CH2:20][O:21][CH2:22][CH2:23][CH2:24][CH2:25][C:26]3[CH:27]=[C:28]([S:32]([N:35]([CH2:40][O:41][CH2:42][CH2:43][Si:44]([CH3:47])([CH3:46])[CH3:45])[CH2:36][C:37]([NH2:39])=[O:38])(=[O:34])=[O:33])[CH:29]=[CH:30][CH:31]=3)=[CH:11][C:5]=2[CH2:4][O:3]1. (2) Given the reactants Br[CH:2]1[CH2:7][CH2:6][O:5][CH:4]([C:8]2[CH:16]=[CH:15][C:11]3[O:12][CH2:13][O:14][C:10]=3[CH:9]=2)[CH2:3]1.[N-:17]=[N+:18]=[N-:19].[Na+], predict the reaction product. The product is: [N:17]([CH:2]1[CH2:7][CH2:6][O:5][CH:4]([C:8]2[CH:16]=[CH:15][C:11]3[O:12][CH2:13][O:14][C:10]=3[CH:9]=2)[CH2:3]1)=[N+:18]=[N-:19]. (3) Given the reactants Cl[C:2]1[C:3]2[C:10]([C:11]([F:14])([F:13])[F:12])=[CH:9][N:8]([CH2:15][CH:16]3[CH2:21][CH2:20][N:19]([S:22]([CH3:25])(=[O:24])=[O:23])[CH2:18][CH2:17]3)[C:4]=2[N:5]=[CH:6][N:7]=1.Cl.C1C[O:30]CC1, predict the reaction product. The product is: [CH3:25][S:22]([N:19]1[CH2:20][CH2:21][CH:16]([CH2:15][N:8]2[C:4]3[N:5]=[CH:6][N:7]=[C:2]([OH:30])[C:3]=3[C:10]([C:11]([F:14])([F:13])[F:12])=[CH:9]2)[CH2:17][CH2:18]1)(=[O:24])=[O:23]. (4) Given the reactants [OH-].[Na+].[OH:3][CH2:4][CH:5]1[CH2:10][CH2:9][CH2:8][N:7]([C:11]2[N:16]=[C:15]([C:17]([NH:19][C:20]3[C:21]([CH3:31])=[C:22]([CH:27]=[CH:28][C:29]=3[CH3:30])[C:23]([O:25]C)=[O:24])=[O:18])[C:14]([CH3:32])=[CH:13][CH:12]=2)[CH2:6]1, predict the reaction product. The product is: [OH:3][CH2:4][CH:5]1[CH2:10][CH2:9][CH2:8][N:7]([C:11]2[N:16]=[C:15]([C:17]([NH:19][C:20]3[C:21]([CH3:31])=[C:22]([CH:27]=[CH:28][C:29]=3[CH3:30])[C:23]([OH:25])=[O:24])=[O:18])[C:14]([CH3:32])=[CH:13][CH:12]=2)[CH2:6]1.